Dataset: Catalyst prediction with 721,799 reactions and 888 catalyst types from USPTO. Task: Predict which catalyst facilitates the given reaction. (1) Reactant: [C:1]([O:5][C@@H:6]([C:12]1[C:34]([CH3:35])=[CH:33][C:15]2[N:16]=[C:17]([C:19]3[CH:24]=[CH:23][N:22]=[C:21]([C:25]4[C:26]([O:31]C)=[N:27][CH:28]=[CH:29][CH:30]=4)[CH:20]=3)[S:18][C:14]=2[C:13]=1[C:36]1[CH:41]=[CH:40][C:39]([Cl:42])=[CH:38][CH:37]=1)[C:7]([O:9]CC)=[O:8])([CH3:4])([CH3:3])[CH3:2].[I-].[Li+]. Product: [C:1]([O:5][C@@H:6]([C:12]1[C:34]([CH3:35])=[CH:33][C:15]2[N:16]=[C:17]([C:19]3[CH:24]=[CH:23][N:22]=[C:21]([C:25]4[C:26](=[O:31])[NH:27][CH:28]=[CH:29][CH:30]=4)[CH:20]=3)[S:18][C:14]=2[C:13]=1[C:36]1[CH:41]=[CH:40][C:39]([Cl:42])=[CH:38][CH:37]=1)[C:7]([OH:9])=[O:8])([CH3:4])([CH3:2])[CH3:3]. The catalyst class is: 300. (2) Reactant: FC(F)(F)C(O)=O.FC(F)(F)C(O)=O.[CH2:15]([C:17]1[C:25]2[C:20](=[CH:21][CH:22]=[CH:23][CH:24]=2)[N:19]([C:26]2[N:30]=[C:29]([CH:31]3[CH2:36][CH2:35][N:34]([CH2:37][CH2:38][CH:39]4[CH2:44][CH2:43][NH:42][CH2:41][CH2:40]4)[CH2:33][CH2:32]3)[O:28][N:27]=2)[N:18]=1)[CH3:16].C(N(CC)CC)C.[Cl:52][C:53]([O:55][CH3:56])=[O:54].O. Product: [ClH:52].[CH2:15]([C:17]1[C:25]2[C:20](=[CH:21][CH:22]=[CH:23][CH:24]=2)[N:19]([C:26]2[N:30]=[C:29]([CH:31]3[CH2:32][CH2:33][N:34]([CH2:37][CH2:38][CH:39]4[CH2:40][CH2:41][N:42]([C:53]([O:55][CH3:56])=[O:54])[CH2:43][CH2:44]4)[CH2:35][CH2:36]3)[O:28][N:27]=2)[N:18]=1)[CH3:16]. The catalyst class is: 4.